The task is: Regression. Given two drug SMILES strings and cell line genomic features, predict the synergy score measuring deviation from expected non-interaction effect.. This data is from NCI-60 drug combinations with 297,098 pairs across 59 cell lines. (1) Drug 1: C1=CC(=C2C(=C1NCCNCCO)C(=O)C3=C(C=CC(=C3C2=O)O)O)NCCNCCO. Drug 2: CC1=C2C(C(=O)C3(C(CC4C(C3C(C(C2(C)C)(CC1OC(=O)C(C(C5=CC=CC=C5)NC(=O)OC(C)(C)C)O)O)OC(=O)C6=CC=CC=C6)(CO4)OC(=O)C)O)C)O. Cell line: HT29. Synergy scores: CSS=44.2, Synergy_ZIP=-0.860, Synergy_Bliss=-1.81, Synergy_Loewe=-18.8, Synergy_HSA=-0.0893. (2) Drug 1: CC1=CC=C(C=C1)C2=CC(=NN2C3=CC=C(C=C3)S(=O)(=O)N)C(F)(F)F. Drug 2: CN(C(=O)NC(C=O)C(C(C(CO)O)O)O)N=O. Cell line: NCI-H226. Synergy scores: CSS=-3.02, Synergy_ZIP=2.43, Synergy_Bliss=2.18, Synergy_Loewe=-1.01, Synergy_HSA=-1.40. (3) Drug 1: C1=NC2=C(N=C(N=C2N1C3C(C(C(O3)CO)O)O)F)N. Drug 2: C1CN(CCN1C(=O)CCBr)C(=O)CCBr. Cell line: DU-145. Synergy scores: CSS=15.1, Synergy_ZIP=-4.41, Synergy_Bliss=-2.92, Synergy_Loewe=-9.80, Synergy_HSA=-3.33. (4) Drug 1: CC1=C(C(CCC1)(C)C)C=CC(=CC=CC(=CC(=O)O)C)C. Drug 2: CS(=O)(=O)OCCCCOS(=O)(=O)C. Cell line: NCI-H322M. Synergy scores: CSS=7.25, Synergy_ZIP=-3.61, Synergy_Bliss=-5.64, Synergy_Loewe=-1.08, Synergy_HSA=-6.34. (5) Cell line: T-47D. Drug 2: CC1CCC2CC(C(=CC=CC=CC(CC(C(=O)C(C(C(=CC(C(=O)CC(OC(=O)C3CCCCN3C(=O)C(=O)C1(O2)O)C(C)CC4CCC(C(C4)OC)OCCO)C)C)O)OC)C)C)C)OC. Drug 1: CNC(=O)C1=CC=CC=C1SC2=CC3=C(C=C2)C(=NN3)C=CC4=CC=CC=N4. Synergy scores: CSS=9.01, Synergy_ZIP=-5.24, Synergy_Bliss=-0.883, Synergy_Loewe=-7.63, Synergy_HSA=-1.47. (6) Drug 1: C1CCN(CC1)CCOC2=CC=C(C=C2)C(=O)C3=C(SC4=C3C=CC(=C4)O)C5=CC=C(C=C5)O. Drug 2: C1=CN(C=N1)CC(O)(P(=O)(O)O)P(=O)(O)O. Cell line: 786-0. Synergy scores: CSS=40.5, Synergy_ZIP=-3.54, Synergy_Bliss=-1.96, Synergy_Loewe=-5.15, Synergy_HSA=-0.682. (7) Drug 1: CCCS(=O)(=O)NC1=C(C(=C(C=C1)F)C(=O)C2=CNC3=C2C=C(C=N3)C4=CC=C(C=C4)Cl)F. Drug 2: CN(CCCl)CCCl.Cl. Cell line: DU-145. Synergy scores: CSS=25.2, Synergy_ZIP=-0.813, Synergy_Bliss=8.16, Synergy_Loewe=4.22, Synergy_HSA=4.71. (8) Drug 1: CC(C)(C#N)C1=CC(=CC(=C1)CN2C=NC=N2)C(C)(C)C#N. Drug 2: CCCCCOC(=O)NC1=NC(=O)N(C=C1F)C2C(C(C(O2)C)O)O. Cell line: KM12. Synergy scores: CSS=-3.86, Synergy_ZIP=5.25, Synergy_Bliss=6.48, Synergy_Loewe=-0.965, Synergy_HSA=-0.973. (9) Drug 1: C1CCC(CC1)NC(=O)N(CCCl)N=O. Drug 2: C(CCl)NC(=O)N(CCCl)N=O. Cell line: EKVX. Synergy scores: CSS=5.96, Synergy_ZIP=-1.41, Synergy_Bliss=0.612, Synergy_Loewe=-6.47, Synergy_HSA=-2.54. (10) Drug 2: CC1=C(C(=CC=C1)Cl)NC(=O)C2=CN=C(S2)NC3=CC(=NC(=N3)C)N4CCN(CC4)CCO. Cell line: HOP-62. Drug 1: CC(CN1CC(=O)NC(=O)C1)N2CC(=O)NC(=O)C2. Synergy scores: CSS=18.4, Synergy_ZIP=-6.85, Synergy_Bliss=-2.96, Synergy_Loewe=-45.0, Synergy_HSA=-2.06.